Dataset: Full USPTO retrosynthesis dataset with 1.9M reactions from patents (1976-2016). Task: Predict the reactants needed to synthesize the given product. (1) Given the product [CH3:17][O:18][C:19]1[CH:27]=[CH:26][C:22]([C:23]([N:10]2[C:11]3[C:16](=[CH:15][CH:14]=[CH:13][N:12]=3)[C:8]([C:5]3[CH2:4][CH2:3][N:2]([CH3:1])[CH2:7][CH:6]=3)=[CH:9]2)=[O:24])=[CH:21][CH:20]=1, predict the reactants needed to synthesize it. The reactants are: [CH3:1][N:2]1[CH2:7][CH:6]=[C:5]([C:8]2[C:16]3[C:11](=[N:12][CH:13]=[CH:14][CH:15]=3)[NH:10][CH:9]=2)[CH2:4][CH2:3]1.[CH3:17][O:18][C:19]1[CH:27]=[CH:26][C:22]([C:23](Cl)=[O:24])=[CH:21][CH:20]=1. (2) Given the product [Cl:16][C:17]1[C:18]([F:24])=[C:19]([C:20]([CH3:23])=[CH:21][CH:22]=1)[CH:28]=[O:29], predict the reactants needed to synthesize it. The reactants are: CC1(C)CCCC(C)(C)N1.[Li]CCCC.[Cl:16][C:17]1[CH:22]=[CH:21][C:20]([CH3:23])=[CH:19][C:18]=1[F:24].CN([CH:28]=[O:29])C. (3) Given the product [OH:32][C:29]1([CH2:33][CH2:34][N:35]2[CH2:40][CH2:39][C@H:38]([OH:41])[C@@H:37]([CH3:42])[CH2:36]2)[CH2:30][CH2:31][CH:26]([NH:25][C:20]([C:14]2[NH:15][C:16]3[C:12]([CH:13]=2)=[C:11]([O:10][CH2:9][C:6]2[C:5]4[CH:23]=[CH:24][C:2]([F:1])=[CH:3][C:4]=4[O:8][CH:7]=2)[CH:19]=[CH:18][CH:17]=3)=[O:21])[CH2:27][CH2:28]1, predict the reactants needed to synthesize it. The reactants are: [F:1][C:2]1[CH:24]=[CH:23][C:5]2[C:6]([CH2:9][O:10][C:11]3[CH:19]=[CH:18][CH:17]=[C:16]4[C:12]=3[CH:13]=[C:14]([C:20](O)=[O:21])[NH:15]4)=[CH:7][O:8][C:4]=2[CH:3]=1.[NH2:25][CH:26]1[CH2:31][CH2:30][C:29]([CH2:33][CH2:34][N:35]2[CH2:40][CH2:39][C@H:38]([OH:41])[C@@H:37]([CH3:42])[CH2:36]2)([OH:32])[CH2:28][CH2:27]1. (4) Given the product [CH3:1][O:2][C:3]1[N:8]=[C:7]2[C:9]([C:13]3[NH:34][C:16]4=[N:17][CH:18]=[CH:19][C:20]([CH2:21][NH:22][CH:23]5[CH2:26][N:25]([C:27]([O:29][C:30]([CH3:32])([CH3:33])[CH3:31])=[O:28])[CH2:24]5)=[C:15]4[CH:14]=3)=[CH:10][N:11]([CH3:12])[C:6]2=[CH:5][C:4]=1[O:45][CH3:46], predict the reactants needed to synthesize it. The reactants are: [CH3:1][O:2][C:3]1[N:8]=[C:7]2[C:9]([C:13]3[N:34](S(C4C=CC(C)=CC=4)(=O)=O)[C:16]4=[N:17][CH:18]=[CH:19][C:20]([CH2:21][NH:22][CH:23]5[CH2:26][N:25]([C:27]([O:29][C:30]([CH3:33])([CH3:32])[CH3:31])=[O:28])[CH2:24]5)=[C:15]4[CH:14]=3)=[CH:10][N:11]([CH3:12])[C:6]2=[CH:5][C:4]=1[O:45][CH3:46].[OH-].[K+]. (5) Given the product [CH2:15]([O:14][C:12](=[O:13])[CH2:11][N:2]1[CH2:3][C:4]2[C:9](=[CH:8][CH:7]=[CH:6][CH:5]=2)[CH2:1]1)[CH3:16], predict the reactants needed to synthesize it. The reactants are: [CH2:1]1[C:9]2[C:4](=[CH:5][CH:6]=[CH:7][CH:8]=2)[CH2:3][NH:2]1.Br[CH2:11][C:12]([O:14][CH2:15][CH3:16])=[O:13].C([O-])([O-])=O.[Cs+].[Cs+].CCCCCC. (6) The reactants are: [NH2:1][C:2]1[NH:6][N:5]=[C:4]([O:7][CH3:8])[C:3]=1[C:9]#[N:10].[Cl:11][C:12]1[CH:17]=[CH:16][C:15]([C:18](=O)[CH2:19][C:20](OC)=[O:21])=[CH:14][CH:13]=1.CC1C=CC(S(O)(=O)=O)=CC=1. Given the product [Cl:11][C:12]1[CH:13]=[CH:14][C:15]([C:18]2[NH:1][C:2]3[N:6]([N:5]=[C:4]([O:7][CH3:8])[C:3]=3[C:9]#[N:10])[C:20](=[O:21])[CH:19]=2)=[CH:16][CH:17]=1, predict the reactants needed to synthesize it. (7) Given the product [F:38][C:28]1[CH:27]=[C:26]([CH3:39])[C:25]([C:19]2[C:20]([CH3:24])=[N:21][C:22]3[C:17]([CH:18]=2)=[CH:16][N:15]=[C:14]([NH:12][CH3:13])[CH:23]=3)=[CH:30][C:29]=1[NH:31][C:32]([NH:49][CH2:41][CH2:42][C:43]1[CH:48]=[CH:47][CH:46]=[CH:45][CH:44]=1)=[O:33], predict the reactants needed to synthesize it. The reactants are: CN1CCCC1.C=C(OC(=O)[N:12]([C:14]1[CH:23]=[C:22]2[C:17]([CH:18]=[C:19]([C:25]3[CH:30]=[C:29]([NH:31][C:32](OC(C)=C)=[O:33])[C:28]([F:38])=[CH:27][C:26]=3[CH3:39])[C:20]([CH3:24])=[N:21]2)=[CH:16][N:15]=1)[CH3:13])C.[CH2:41]([NH2:49])[CH2:42][C:43]1[CH:48]=[CH:47][CH:46]=[CH:45][CH:44]=1. (8) Given the product [F:19][C:20]1[CH:25]=[CH:24][C:23]([F:26])=[CH:22][C:21]=1[C:27](=[CH:15][C:14]1[CH:17]=[CH:18][C:11]([N:4]2[C:5]([C:7]([F:10])([F:9])[F:8])=[CH:6][C:2]([CH3:1])=[N:3]2)=[CH:12][CH:13]=1)[C:28]#[N:29], predict the reactants needed to synthesize it. The reactants are: [CH3:1][C:2]1[CH:6]=[C:5]([C:7]([F:10])([F:9])[F:8])[N:4]([C:11]2[CH:18]=[CH:17][C:14]([CH:15]=O)=[CH:13][CH:12]=2)[N:3]=1.[F:19][C:20]1[CH:25]=[CH:24][C:23]([F:26])=[CH:22][C:21]=1[CH2:27][C:28]#[N:29].[OH-].[K+]. (9) The reactants are: [C:1]([O:5][C:6]([N:8]1[CH2:13][CH2:12][C:11]([C:16]2[CH:21]=[CH:20][C:19]([Br:22])=[CH:18][CH:17]=2)([C:14]#N)[CH2:10][CH2:9]1)=[O:7])([CH3:4])([CH3:3])[CH3:2].CC(C[AlH]CC(C)C)C.[CH3:32][OH:33]. Given the product [C:1]([O:5][C:6]([N:8]1[CH2:13][CH2:12][C:11]([C:16]2[CH:21]=[CH:20][C:19]([Br:22])=[CH:18][CH:17]=2)([CH2:14][CH:32]=[O:33])[CH2:10][CH2:9]1)=[O:7])([CH3:4])([CH3:3])[CH3:2], predict the reactants needed to synthesize it.